From a dataset of Full USPTO retrosynthesis dataset with 1.9M reactions from patents (1976-2016). Predict the reactants needed to synthesize the given product. (1) Given the product [C:1]([C:5]1[CH:6]=[C:7]([CH3:17])[C:8]([CH2:9][C:10]([OH:12])=[O:11])=[C:14]([CH3:16])[CH:15]=1)([CH3:4])([CH3:3])[CH3:2], predict the reactants needed to synthesize it. The reactants are: [C:1]([C:5]1[CH:15]=[C:14]([CH3:16])[C:8]([CH:9](O)[C:10]([OH:12])=[O:11])=[C:7]([CH3:17])[CH:6]=1)([CH3:4])([CH3:3])[CH3:2].C(O)(=O)C.C(C1C=C(C)C(C(O)C(O)=O)=C(C)C=1)(C)(C)C.Cl. (2) Given the product [C:23]([C:10]1[C:11](=[O:22])[CH2:12][CH2:13][C:14]2([CH2:18][CH2:19][CH2:20][CH3:21])[C:9]=1[C:8]1[C:16](=[CH:17][C:5]([NH2:4])=[C:6]([F:28])[CH:7]=1)[CH2:15]2)(=[O:25])[CH3:24], predict the reactants needed to synthesize it. The reactants are: C([NH:4][C:5]1[CH:17]=[C:16]2[C:8]([C:9]3[C:14]([CH2:18][CH2:19][CH2:20][CH3:21])([CH2:15]2)[CH2:13][CH2:12][C:11](=[O:22])[C:10]=3[C:23]([O:25]CC)=[CH2:24])=[CH:7][C:6]=1[F:28])(=O)C.Cl.